This data is from Catalyst prediction with 721,799 reactions and 888 catalyst types from USPTO. The task is: Predict which catalyst facilitates the given reaction. Reactant: [NH2:1]/[C:2](/[C:7]#[N:8])=[C:3](\[NH2:6])/[C:4]#[N:5].[CH3:9][C:10](=O)[CH2:11][C:12](=O)[CH3:13].O=P12OP3(OP(OP(O3)(O1)=O)(=O)O2)=O. Product: [C:4]([C:3]1[N:6]=[C:10]([CH3:9])[CH2:11][C:12]([CH3:13])=[N:1][C:2]=1[C:7]#[N:8])#[N:5]. The catalyst class is: 8.